Dataset: Full USPTO retrosynthesis dataset with 1.9M reactions from patents (1976-2016). Task: Predict the reactants needed to synthesize the given product. Given the product [C@H:1]12[CH2:25][C@H:4]([N:5]([C:7]3[N:12]=[C:11]([C:97]4[S:96][CH:100]=[CH:99][N:98]=4)[N:10]=[C:9]([C:14]4[CH:15]=[C:16]([O:21][CH:22]([F:24])[F:23])[C:17]([NH2:20])=[N:18][CH:19]=4)[CH:8]=3)[CH2:6]1)[CH2:3][O:2]2, predict the reactants needed to synthesize it. The reactants are: [C@H:1]12[CH2:25][C@H:4]([N:5]([C:7]3[N:12]=[C:11](Cl)[N:10]=[C:9]([C:14]4[CH:15]=[C:16]([O:21][CH:22]([F:24])[F:23])[C:17]([NH2:20])=[N:18][CH:19]=4)[CH:8]=3)[CH2:6]1)[CH2:3][O:2]2.ClC1C(P(C2CCCCC2)C2CCCCC2)=C(C2C(C(C)C)=CC(C(C)C)=CC=2C(C)C)C=CC=1.C1(P(C2CCCCC2)C2C=CC=CC=2C2C(C(C)C)=CC(C(C)C)=CC=2C(C)C)CCCCC1.[Br-].[S:96]1[CH:100]=[CH:99][N:98]=[C:97]1[Zn+].